Dataset: Forward reaction prediction with 1.9M reactions from USPTO patents (1976-2016). Task: Predict the product of the given reaction. (1) Given the reactants [C:1]([N:4]([C:21]([O:23][C:24]([CH3:27])([CH3:26])[CH3:25])=[O:22])[N:5]1[CH2:10][C:9]([CH2:11][OH:12])=[N:8][N:7]([C:13]([O:15][C:16]([CH3:19])([CH3:18])[CH3:17])=[O:14])[C:6]1=[O:20])(=[O:3])[CH3:2], predict the reaction product. The product is: [C:1]([N:4]([C:21]([O:23][C:24]([CH3:27])([CH3:26])[CH3:25])=[O:22])[N:5]1[CH2:10][C:9]([CH:11]=[O:12])=[N:8][N:7]([C:13]([O:15][C:16]([CH3:17])([CH3:18])[CH3:19])=[O:14])[C:6]1=[O:20])(=[O:3])[CH3:2]. (2) Given the reactants [CH3:1][O:2][C:3]1[CH:4]=[C:5]2[C:10](=[CH:11][C:12]=1[O:13][CH3:14])[N:9]=[CH:8][CH:7]=[C:6]2[O:15][C:16]1[CH:22]=[CH:21][C:19]([NH2:20])=[CH:18][C:17]=1[O:23][CH3:24].C(N(CC)CC)C.ClC(Cl)(O[C:36](=[O:42])OC(Cl)(Cl)Cl)Cl.[S:44]1[CH:48]=[CH:47][N:46]=[C:45]1[C@@H:49]([NH2:51])[CH3:50], predict the reaction product. The product is: [CH3:1][O:2][C:3]1[CH:4]=[C:5]2[C:10](=[CH:11][C:12]=1[O:13][CH3:14])[N:9]=[CH:8][CH:7]=[C:6]2[O:15][C:16]1[CH:22]=[CH:21][C:19]([NH:20][C:36]([NH:51][C@H:49]([C:45]2[S:44][CH:48]=[CH:47][N:46]=2)[CH3:50])=[O:42])=[CH:18][C:17]=1[O:23][CH3:24]. (3) The product is: [CH:1]1([C:7]2[C:9]([C:10]([O:12][CH3:13])=[O:11])=[CH:14][N:27]=[C:25]([N:22]3[CH2:23][CH2:24][O:19][CH2:20][CH2:21]3)[N:26]=2)[CH2:6][CH2:5][CH2:4][CH2:3][CH2:2]1. Given the reactants [CH:1]1([C:7]([C:9](=[CH:14]N(C)C)[C:10]([O:12][CH3:13])=[O:11])=O)[CH2:6][CH2:5][CH2:4][CH2:3][CH2:2]1.Br.[O:19]1[CH2:24][CH2:23][N:22]([C:25]([NH2:27])=[NH:26])[CH2:21][CH2:20]1.C[O-].[Na+], predict the reaction product. (4) Given the reactants Br[C:2]1[CH:3]=[C:4]2[C:23](=[CH:24][CH:25]=1)[C:7]1[NH:8][N:9]=[C:10]([C:11]3[C:12]([C:17]4[CH:22]=[CH:21][CH:20]=[CH:19][CH:18]=4)=[N:13][O:14][C:15]=3[CH3:16])[C:6]=1[CH2:5]2.C[Si](C)(C)N[Si](C)(C)C.C(N(C(C)C)CC)(C)C.C1(P(C2C=CC=CC=2)CCCP(C2C=CC=CC=2)C2C=CC=CC=2)C=CC=CC=1.C[N:74]1CCCN(C)[C:75]1=[O:81], predict the reaction product. The product is: [CH3:16][C:15]1[O:14][N:13]=[C:12]([C:17]2[CH:18]=[CH:19][CH:20]=[CH:21][CH:22]=2)[C:11]=1[C:10]1[NH:9][N:8]=[C:7]2[C:23]3[C:4]([CH2:5][C:6]=12)=[CH:3][C:2]([C:75]([NH2:74])=[O:81])=[CH:25][CH:24]=3.